From a dataset of Reaction yield outcomes from USPTO patents with 853,638 reactions. Predict the reaction yield, written as a fraction of the theoretical maximum amount of product (1.0 means a 100% yield; for example, 0.34 means a 34% yield). (1) The reactants are [CH2:1]([O:3][CH:4]1[CH2:9][CH2:8][C:7]([N:11]2[CH2:16][CH2:15][C:14](=O)[CH2:13][CH2:12]2)([CH3:10])[CH2:6][CH2:5]1)[CH3:2].[NH2:18][C:19]1[CH:24]=[C:23]([CH3:25])[CH:22]=[CH:21][C:20]=1/[CH:26]=[CH:27]/[C:28]([O:30][CH2:31][CH3:32])=[O:29].C(O[BH-](OC(=O)C)OC(=O)C)(=O)C.[Na+]. The catalyst is ClCCCl. The product is [CH2:1]([O:3][CH:4]1[CH2:9][CH2:8][C:7]([N:11]2[CH2:16][CH2:15][CH:14]([NH:18][C:19]3[CH:24]=[C:23]([CH3:25])[CH:22]=[CH:21][C:20]=3/[CH:26]=[CH:27]/[C:28]([O:30][CH2:31][CH3:32])=[O:29])[CH2:13][CH2:12]2)([CH3:10])[CH2:6][CH2:5]1)[CH3:2]. The yield is 0.560. (2) The reactants are FC(F)(F)C(O)=O.[CH:8]1([CH2:11][CH2:12][NH:13][C:14]2[N:22]=[C:21]3[C:17]([N:18]=[C:19]([O:23][CH3:24])[NH:20]3)=[C:16]([NH2:25])[N:15]=2)[CH2:10][CH2:9]1.C(=O)([O-])[O-].[K+].[K+].CS(O[CH2:37][CH:38]1[CH2:43][CH2:42][CH2:41][O:40][CH2:39]1)(=O)=O. The catalyst is CN(C)C=O.C(OCC)(=O)C. The product is [CH:8]1([CH2:11][CH2:12][NH:13][C:14]2[N:22]=[C:21]3[C:17]([N:18]=[C:19]([O:23][CH3:24])[N:20]3[CH2:37][CH:38]3[CH2:43][CH2:42][CH2:41][O:40][CH2:39]3)=[C:16]([NH2:25])[N:15]=2)[CH2:10][CH2:9]1. The yield is 0.880.